Task: Predict which catalyst facilitates the given reaction.. Dataset: Catalyst prediction with 721,799 reactions and 888 catalyst types from USPTO (1) Reactant: C([N:8]1[CH2:13][CH2:12][C:11]([C:29]2[CH:34]=[CH:33][C:32]([F:35])=[CH:31][CH:30]=2)([CH2:14][NH:15][CH2:16][C:17]2[C:26]3[C:21](=[CH:22][CH:23]=[CH:24][CH:25]=3)[CH:20]=[C:19]([C:27]#[N:28])[CH:18]=2)[CH2:10][CH2:9]1)(OC(C)(C)C)=O.FC(F)(F)C(O)=O. Product: [F:35][C:32]1[CH:33]=[CH:34][C:29]([C:11]2([CH2:14][NH:15][CH2:16][C:17]3[C:26]4[C:21](=[CH:22][CH:23]=[CH:24][CH:25]=4)[CH:20]=[C:19]([C:27]#[N:28])[CH:18]=3)[CH2:10][CH2:9][NH:8][CH2:13][CH2:12]2)=[CH:30][CH:31]=1. The catalyst class is: 2. (2) Reactant: [N:1]([C@H:4]([CH2:14][O:15][CH2:16][CH2:17][CH2:18][CH2:19][CH2:20][CH2:21][CH2:22][CH2:23][CH2:24][CH2:25][CH2:26][CH2:27][CH2:28][CH2:29][CH2:30][CH3:31])[CH2:5][O:6][Si](C(C)(C)C)(C)C)=[N+:2]=[N-:3].CCCC[N+](CCCC)(CCCC)CCCC.[F-]. Product: [N:1]([C@H:4]([CH2:14][O:15][CH2:16][CH2:17][CH2:18][CH2:19][CH2:20][CH2:21][CH2:22][CH2:23][CH2:24][CH2:25][CH2:26][CH2:27][CH2:28][CH2:29][CH2:30][CH3:31])[CH2:5][OH:6])=[N+:2]=[N-:3]. The catalyst class is: 116. (3) Reactant: [F:1][C:2]1[CH:27]=[C:26]([F:28])[CH:25]=[CH:24][C:3]=1[O:4][C:5]1[C:18](=[O:19])[N:17]([CH2:20][C@H:21]([OH:23])[CH3:22])[C:8]2[N:9]=[C:10](S(C)(=O)=O)[N:11]=[CH:12][C:7]=2[CH:6]=1.[NH2:29][C@H:30]([CH3:33])[CH2:31][OH:32]. Product: [F:1][C:2]1[CH:27]=[C:26]([F:28])[CH:25]=[CH:24][C:3]=1[O:4][C:5]1[C:18](=[O:19])[N:17]([CH2:20][C@H:21]([OH:23])[CH3:22])[C:8]2[N:9]=[C:10]([NH:29][C@H:30]([CH3:33])[CH2:31][OH:32])[N:11]=[CH:12][C:7]=2[CH:6]=1. The catalyst class is: 7. (4) Reactant: Cl.Cl.[F:3][C:4]([F:16])([F:15])[C:5]1[CH:6]=[N:7][C:8]2[CH2:9][CH2:10][NH:11][CH2:12][C:13]=2[CH:14]=1.[C:17]([O:21][C:22]([NH:24][C@@H:25]1[CH2:29][CH2:28][C@:27]([CH:33]([CH3:35])[CH3:34])([C:30](O)=[O:31])[CH2:26]1)=[O:23])([CH3:20])([CH3:19])[CH3:18].C(N(C(C)C)CC)(C)C. Product: [CH:33]([C@:27]1([C:30]([N:11]2[CH2:10][CH2:9][C:8]3[N:7]=[CH:6][C:5]([C:4]([F:15])([F:3])[F:16])=[CH:14][C:13]=3[CH2:12]2)=[O:31])[CH2:28][CH2:29][C@@H:25]([NH:24][C:22](=[O:23])[O:21][C:17]([CH3:19])([CH3:18])[CH3:20])[CH2:26]1)([CH3:35])[CH3:34]. The catalyst class is: 112. (5) Reactant: [NH:1]=[C:2]1[N:6]([CH:7]([CH2:13][CH3:14])[C:8]([O:10][CH2:11][CH3:12])=[O:9])[C:5]2[CH:15]=[CH:16][CH:17]=[CH:18][C:4]=2[S:3]1.[F:19][C:20]1[CH:21]=[C:22]([NH2:29])[C:23](=[CH:27][CH:28]=1)[C:24](O)=[O:25].C(N(C(C)C)CC)(C)C.F[P-](F)(F)(F)(F)F.N1(O[P+](N(C)C)(N(C)C)N(C)C)C2C=CC=CC=2N=N1. Product: [NH2:29][C:22]1[CH:21]=[C:20]([F:19])[CH:28]=[CH:27][C:23]=1[C:24]([N:1]=[C:2]1[N:6]([CH:7]([CH2:13][CH3:14])[C:8]([O:10][CH2:11][CH3:12])=[O:9])[C:5]2[CH:15]=[CH:16][CH:17]=[CH:18][C:4]=2[S:3]1)=[O:25]. The catalyst class is: 9. (6) Reactant: [F:1][C:2]1[CH:10]=[CH:9][C:8]([C:11]2[CH:16]=[CH:15][CH:14]=[C:13]([F:17])[CH:12]=2)=[CH:7][C:3]=1[C:4](O)=[O:5].Cl.[CH3:19][O:20][NH:21][CH3:22].C(N(CC)CC)C.C1C=CC2N(O)N=NC=2C=1.C(Cl)CCl. Product: [F:1][C:2]1[CH:10]=[CH:9][C:8]([C:11]2[CH:16]=[CH:15][CH:14]=[C:13]([F:17])[CH:12]=2)=[CH:7][C:3]=1[C:4]([N:21]([O:20][CH3:19])[CH3:22])=[O:5]. The catalyst class is: 18. (7) Reactant: [CH3:1][C:2]1[C:6]([CH2:7][O:8][C:9]2[CH:14]=[CH:13][C:12]([CH2:15][C:16]([O:18]C)=[O:17])=[CH:11][CH:10]=2)=[C:5]([CH3:20])[O:4][N:3]=1.[OH-].[Na+]. Product: [CH3:1][C:2]1[C:6]([CH2:7][O:8][C:9]2[CH:14]=[CH:13][C:12]([CH2:15][C:16]([OH:18])=[O:17])=[CH:11][CH:10]=2)=[C:5]([CH3:20])[O:4][N:3]=1. The catalyst class is: 24.